From a dataset of Catalyst prediction with 721,799 reactions and 888 catalyst types from USPTO. Predict which catalyst facilitates the given reaction. (1) Reactant: [C:1]([O:5][C:6]([NH:8][C@@H:9]([C:12]([O:14][CH3:15])=[O:13])[CH2:10]I)=[O:7])([CH3:4])([CH3:3])[CH3:2].C(=O)([O-])[O-].[Cs+].[Cs+].[F:22][C:23]1[CH:28]=[CH:27][CH:26]=[CH:25][C:24]=1[CH2:29][C:30]#[N:31]. Product: [C:1]([O:5][C:6]([NH:8][C@H:9]([C:12]([O:14][CH3:15])=[O:13])[CH2:10][CH:29]([C:24]1[CH:25]=[CH:26][CH:27]=[CH:28][C:23]=1[F:22])[C:30]#[N:31])=[O:7])([CH3:4])([CH3:3])[CH3:2]. The catalyst class is: 3. (2) Reactant: Br[C:2]1[CH:14]=[CH:13][C:5]([C:6]([O:8][C:9]([CH3:12])([CH3:11])[CH3:10])=[O:7])=[C:4]([CH3:15])[CH:3]=1.[CH:16](B1OC(C)(C)C(C)(C)O1)=[CH:17][C:18]1[CH:23]=[CH:22][CH:21]=[CH:20][CH:19]=1.C(=O)([O-])[O-].[Na+].[Na+]. Product: [CH3:15][C:4]1[CH:3]=[C:2]([C:17]([C:18]2[CH:23]=[CH:22][CH:21]=[CH:20][CH:19]=2)=[CH2:16])[CH:14]=[CH:13][C:5]=1[C:6]([O:8][C:9]([CH3:12])([CH3:11])[CH3:10])=[O:7]. The catalyst class is: 70. (3) Reactant: C(Cl)(=O)C(Cl)=O.CS(C)=O.[CH:11]1([C:14]([CH3:19])([CH3:18])[CH2:15][CH2:16][OH:17])[CH2:13][CH2:12]1.C(N(CC)CC)C. Product: [CH:11]1([C:14]([CH3:19])([CH3:18])[CH2:15][CH:16]=[O:17])[CH2:13][CH2:12]1. The catalyst class is: 46.